From a dataset of Aqueous solubility values for 9,982 compounds from the AqSolDB database. Regression/Classification. Given a drug SMILES string, predict its absorption, distribution, metabolism, or excretion properties. Task type varies by dataset: regression for continuous measurements (e.g., permeability, clearance, half-life) or binary classification for categorical outcomes (e.g., BBB penetration, CYP inhibition). For this dataset (solubility_aqsoldb), we predict Y. (1) The molecule is CCCCCCCCCCCCCCCCCCNC(=O)CCCCCCCCCCCCCCCCC. The Y is -7.73 log mol/L. (2) The drug is CCOC(=O)C1(S(=O)(=O)c2ccc(C)cc2)CCC1. The Y is -2.96 log mol/L. (3) The drug is CCCCCCCCCCCCCCOC(=O)OOC(=O)OCCCCCCCCCCCCCC. The Y is -4.35 log mol/L. (4) The Y is -2.42 log mol/L. The compound is O=CC1CCC2C3CCC(C3)C12.